Dataset: Full USPTO retrosynthesis dataset with 1.9M reactions from patents (1976-2016). Task: Predict the reactants needed to synthesize the given product. Given the product [Br:24][C:11]1[CH:12]=[C:7]([C:4]2[CH:5]=[CH:6][N:1]=[CH:2][CH:3]=2)[CH:8]=[CH:9][C:10]=1[NH:13][C:14](=[O:16])[CH3:15], predict the reactants needed to synthesize it. The reactants are: [N:1]1[CH:6]=[CH:5][C:4]([C:7]2[CH:12]=[CH:11][C:10]([NH:13][C:14](=[O:16])[CH3:15])=[CH:9][CH:8]=2)=[CH:3][CH:2]=1.C1C(=O)N([Br:24])C(=O)C1.